This data is from CYP2C9 inhibition data for predicting drug metabolism from PubChem BioAssay. The task is: Regression/Classification. Given a drug SMILES string, predict its absorption, distribution, metabolism, or excretion properties. Task type varies by dataset: regression for continuous measurements (e.g., permeability, clearance, half-life) or binary classification for categorical outcomes (e.g., BBB penetration, CYP inhibition). Dataset: cyp2c9_veith. (1) The drug is CN1CCc2c(c3ccccc3n2C)C1.Cl. The result is 0 (non-inhibitor). (2) The compound is COC(=O)[C@@]1(Cc2ccc(F)cc2)[C@H]2c3cc(C(=O)N4CCCC4)n(Cc4cc(C)n(C)n4)c3C[C@H]2CN1C(=O)c1ccccc1. The result is 1 (inhibitor). (3) The drug is CN(CCCNC(=O)c1ccc(/C=N/O)nc1)CCCN(C)Cc1ccccc1. The result is 0 (non-inhibitor). (4) The drug is CCN(CC)C(=O)c1ccc(O)c(OC)c1. The result is 0 (non-inhibitor). (5) The compound is Cc1cc(=O)[nH]c2ccccc12. The result is 0 (non-inhibitor). (6) The result is 0 (non-inhibitor). The compound is CC(C)CN1CC2(CCN(C(=O)c3csnn3)CC2)C1. (7) The drug is Cc1ccccc1CS(=O)(=O)Cc1ccc(C(=O)NCc2cccnc2)o1. The result is 1 (inhibitor). (8) The compound is c1ccc(Nc2nc(-c3ccc4c(c3)OCO4)nc3ccccc23)cc1. The result is 0 (non-inhibitor). (9) The drug is CCc1cc2c(nc1CC)CCN(CC/C(C)=N/OC[C@@H](O)COCc1ccco1)C2. The result is 0 (non-inhibitor).